Task: Regression. Given a peptide amino acid sequence and an MHC pseudo amino acid sequence, predict their binding affinity value. This is MHC class I binding data.. Dataset: Peptide-MHC class I binding affinity with 185,985 pairs from IEDB/IMGT (1) The MHC is HLA-A02:12 with pseudo-sequence HLA-A02:12. The peptide sequence is GHFPLQHAL. The binding affinity (normalized) is 0.0847. (2) The peptide sequence is AHAGARVNL. The MHC is HLA-A02:01 with pseudo-sequence HLA-A02:01. The binding affinity (normalized) is 0.213. (3) The peptide sequence is LTGTFVTAFI. The MHC is HLA-A02:01 with pseudo-sequence HLA-A02:01. The binding affinity (normalized) is 0.212. (4) The peptide sequence is QLSAIALGV. The MHC is HLA-B15:01 with pseudo-sequence HLA-B15:01. The binding affinity (normalized) is 0. (5) The peptide sequence is DTAKPTSVY. The MHC is HLA-B08:02 with pseudo-sequence HLA-B08:02. The binding affinity (normalized) is 0.0847. (6) The peptide sequence is NHDGIQAGV. The MHC is HLA-B15:17 with pseudo-sequence HLA-B15:17. The binding affinity (normalized) is 0.0847. (7) The peptide sequence is RFEAYGWQV. The MHC is HLA-A69:01 with pseudo-sequence HLA-A69:01. The binding affinity (normalized) is 0.462. (8) The peptide sequence is APRRRDEEL. The MHC is HLA-A02:06 with pseudo-sequence HLA-A02:06. The binding affinity (normalized) is 0.0847. (9) The peptide sequence is ATQLATLRK. The MHC is HLA-A30:01 with pseudo-sequence HLA-A30:01. The binding affinity (normalized) is 0.838.